From a dataset of Catalyst prediction with 721,799 reactions and 888 catalyst types from USPTO. Predict which catalyst facilitates the given reaction. (1) Reactant: C(=O)([O-])[O-].[K+].[K+].[Cl:7][C:8]1[CH:13]=[C:12](Cl)[CH:11]=[CH:10][C:9]=1[N+:15]([O-:17])=[O:16].[OH:18][C:19]1[CH:23]=[C:22]([CH3:24])[NH:21][N:20]=1.Cl. Product: [Cl:7][C:8]1[CH:13]=[C:12]([O:18][C:19]2[CH:23]=[C:22]([CH3:24])[NH:21][N:20]=2)[CH:11]=[CH:10][C:9]=1[N+:15]([O-:17])=[O:16]. The catalyst class is: 3. (2) Reactant: [Cl:1][C:2]1[CH:3]=[CH:4][C:5]([C:23]([NH2:25])=O)=[C:6]2[C:10]=1[N:9]=[C:8]1[N:11]([C:15]3[CH:20]=[CH:19][C:18]([Cl:21])=[CH:17][C:16]=3[Cl:22])[CH2:12][CH2:13][CH2:14][N:7]21.S(Cl)(Cl)=O.C(=O)([O-])O.[Na+]. Product: [Cl:1][C:2]1[CH:3]=[CH:4][C:5]([C:23]#[N:25])=[C:6]2[C:10]=1[N:9]=[C:8]1[N:11]([C:15]3[CH:20]=[CH:19][C:18]([Cl:21])=[CH:17][C:16]=3[Cl:22])[CH2:12][CH2:13][CH2:14][N:7]21. The catalyst class is: 9.